From a dataset of Full USPTO retrosynthesis dataset with 1.9M reactions from patents (1976-2016). Predict the reactants needed to synthesize the given product. (1) Given the product [CH:11]([O:10][C:8]1[CH:9]=[C:4]([C:2](=[O:3])[CH3:1])[CH:5]=[CH:6][CH:7]=1)=[CH2:12], predict the reactants needed to synthesize it. The reactants are: [CH3:1][C:2]([C:4]1[CH:5]=[CH:6][CH:7]=[C:8]([OH:10])[CH:9]=1)=[O:3].[C:11](OC=C)(=O)[CH3:12].C(=O)([O-])[O-].[Na+].[Na+]. (2) Given the product [Cl:1][C:2]1[CH:10]=[N:9][CH:8]=[CH:7][C:3]=1[C:4]([NH:11][C:12]1[CH:20]=[C:19]2[C:15]([C:16]([CH3:26])([CH3:25])[C:17](=[O:24])[N:18]2[CH:21]2[CH2:22][CH2:23]2)=[CH:14][CH:13]=1)=[O:6], predict the reactants needed to synthesize it. The reactants are: [Cl:1][C:2]1[CH:10]=[N:9][CH:8]=[CH:7][C:3]=1[C:4]([OH:6])=O.[NH2:11][C:12]1[CH:20]=[C:19]2[C:15]([C:16]([CH3:26])([CH3:25])[C:17](=[O:24])[N:18]2[CH:21]2[CH2:23][CH2:22]2)=[CH:14][CH:13]=1. (3) Given the product [CH3:25][O:24][C:7]1[CH:6]=[CH:5][C:4]2[N:3]=[C:2]([NH:36][C:35]3[CH:37]=[CH:38][CH:39]=[C:33]([O:26][C:27]4[CH:28]=[CH:29][CH:30]=[CH:31][CH:32]=4)[CH:34]=3)[C:11]3=[N:12][NH:13][CH:14]=[C:10]3[C:9]=2[CH:8]=1, predict the reactants needed to synthesize it. The reactants are: Cl[C:2]1[C:11]2=[N:12][N:13](CC3C=CC(OC)=CC=3)[CH:14]=[C:10]2[C:9]2[CH:8]=[C:7]([O:24][CH3:25])[CH:6]=[CH:5][C:4]=2[N:3]=1.[O:26]([C:33]1[CH:34]=[C:35]([CH:37]=[CH:38][CH:39]=1)[NH2:36])[C:27]1[CH:32]=[CH:31][CH:30]=[CH:29][CH:28]=1.Cl.